From a dataset of Forward reaction prediction with 1.9M reactions from USPTO patents (1976-2016). Predict the product of the given reaction. Given the reactants Cl.[F:2][C:3]([F:14])([F:13])[O:4][C:5]1[CH:10]=[CH:9][C:8]([NH:11][NH2:12])=[CH:7][CH:6]=1.[CH3:15][C:16]([CH3:23])([CH3:22])[C:17](=O)[CH2:18][C:19]#[N:20].Cl, predict the reaction product. The product is: [C:16]([C:17]1[CH:18]=[C:19]([NH2:20])[N:11]([C:8]2[CH:7]=[CH:6][C:5]([O:4][C:3]([F:13])([F:14])[F:2])=[CH:10][CH:9]=2)[N:12]=1)([CH3:23])([CH3:22])[CH3:15].